From a dataset of Reaction yield outcomes from USPTO patents with 853,638 reactions. Predict the reaction yield, written as a fraction of the theoretical maximum amount of product (1.0 means a 100% yield; for example, 0.34 means a 34% yield). (1) The reactants are Br[C:2]1[C:7]2[CH:8]=[C:9]([C:11]3[CH:16]=[CH:15][C:14]([OH:17])=[CH:13][CH:12]=3)[O:10][C:6]=2[CH:5]=[CH:4][C:3]=1[OH:18].[CH3:19][O-:20].[Na+]. The catalyst is CN(C=O)C.[Cu]Br. The product is [OH:17][C:14]1[CH:15]=[CH:16][C:11]([C:9]2[O:10][C:6]3[CH:5]=[CH:4][C:3]([OH:18])=[C:2]([O:20][CH3:19])[C:7]=3[CH:8]=2)=[CH:12][CH:13]=1. The yield is 0.366. (2) The reactants are CN(C(ON1N=[N:16][C:11]2[CH:12]=[CH:13][CH:14]=[N:15][C:10]1=2)=[N+](C)C)C.F[P-](F)(F)(F)(F)F.[Cl:25][C:26]1[CH:27]=[C:28]([C:52]([OH:54])=O)[CH:29]=[N:30][C:31]=1[NH:32][NH:33][C:34]([NH:36][CH:37]1[C:43]2[CH:44]=[CH:45][CH:46]=[CH:47][C:42]=2[CH2:41][CH2:40][C:39]2[CH:48]=[CH:49][CH:50]=[CH:51][C:38]1=2)=[S:35].CC(N(C)C)=[O:57]. No catalyst specified. The product is [Cl:25][C:26]1[CH:27]=[C:28]([C:52]([NH:16][C@@H:11]2[CH2:12][CH2:13][N:15]([CH3:14])[C:10]2=[O:57])=[O:54])[CH:29]=[N:30][C:31]=1[NH:32][NH:33][C:34]([NH:36][CH:37]1[C:43]2[CH:44]=[CH:45][CH:46]=[CH:47][C:42]=2[CH2:41][CH2:40][C:39]2[CH:48]=[CH:49][CH:50]=[CH:51][C:38]1=2)=[S:35]. The yield is 0.230. (3) The reactants are [CH3:1][O:2][C:3]1[CH:4]=[C:5]2[C:10](=[CH:11][C:12]=1[O:13][CH3:14])[N:9]=[CH:8][N:7]=[C:6]2[O:15][C:16]1[CH:17]=[C:18]([CH:20]=[CH:21][CH:22]=1)[NH2:19].[O:23]1[CH2:28][CH2:27][CH:26]([C:29]2[CH:33]=[C:32]([NH:34][C:35](=O)[O:36]C3C=CC=CC=3)[O:31][N:30]=2)[CH2:25][CH2:24]1.COC1C=C2C(=CC=1OC)N=CN=C2OC1C=C(NC(NC2ON=C(C(C)C)C=2)=O)C=CC=1. No catalyst specified. The product is [CH3:1][O:2][C:3]1[CH:4]=[C:5]2[C:10](=[CH:11][C:12]=1[O:13][CH3:14])[N:9]=[CH:8][N:7]=[C:6]2[O:15][C:16]1[CH:17]=[C:18]([NH:19][C:35]([NH:34][C:32]2[O:31][N:30]=[C:29]([CH:26]3[CH2:27][CH2:28][O:23][CH2:24][CH2:25]3)[CH:33]=2)=[O:36])[CH:20]=[CH:21][CH:22]=1. The yield is 0.460. (4) The reactants are [Cl:1][C:2]1[C:6]([CH2:7][CH3:8])=[C:5]([C:9]2[CH:10]=[C:11]([C:14]([NH:16][C@@H:17]([CH2:30][C:31]3[CH:36]=[CH:35][CH:34]=[CH:33][C:32]=3[C:37]([F:40])([F:39])[F:38])[CH2:18][N:19]3C(=O)C4C(=CC=CC=4)C3=O)=[O:15])[S:12][CH:13]=2)[N:4]([CH3:41])[N:3]=1.NN. The catalyst is O1CCCC1.CO. The product is [NH2:19][CH2:18][C@@H:17]([NH:16][C:14]([C:11]1[S:12][CH:13]=[C:9]([C:5]2[N:4]([CH3:41])[N:3]=[C:2]([Cl:1])[C:6]=2[CH2:7][CH3:8])[CH:10]=1)=[O:15])[CH2:30][C:31]1[CH:36]=[CH:35][CH:34]=[CH:33][C:32]=1[C:37]([F:40])([F:39])[F:38]. The yield is 0.830. (5) The reactants are [CH2:1]([N:8]1[CH2:17][C:16]2[CH:15]=[N:14][CH:13]=[C:12]([C:18]#N)[C:11]=2[CH2:10][CH2:9]1)[C:2]1[CH:7]=[CH:6][CH:5]=[CH:4][CH:3]=1.[OH-:20].[Na+].[CH2:22]([OH:24])C. The catalyst is O. The product is [CH3:22][O:24][C:18]([C:12]1[C:11]2[CH2:10][CH2:9][N:8]([CH2:1][C:2]3[CH:7]=[CH:6][CH:5]=[CH:4][CH:3]=3)[CH2:17][C:16]=2[CH:15]=[N:14][CH:13]=1)=[O:20]. The yield is 0.770. (6) The reactants are C([O:8][C@H:9]1[C@@H:13]2[O:14][CH2:15][C@@:10]1([CH2:25][OH:26])[O:11][C@H:12]2[N:16]1[CH:24]=[C:22]([CH3:23])[C:20](=[O:21])[NH:19][C:17]1=[O:18])C1C=CC=CC=1.C([O-])=O.[Na+]. The catalyst is CO.[Pd]. The product is [OH:8][C@H:9]1[C@@H:13]2[O:14][CH2:15][C@@:10]1([CH2:25][OH:26])[O:11][C@H:12]2[N:16]1[CH:24]=[C:22]([CH3:23])[C:20](=[O:21])[NH:19][C:17]1=[O:18]. The yield is 0.960.